Dataset: Catalyst prediction with 721,799 reactions and 888 catalyst types from USPTO. Task: Predict which catalyst facilitates the given reaction. (1) Product: [OH:1][CH:2]([C:6]1[CH:7]=[CH:8][C:9]([C:12]2[N:16]=[C:15]([C:17]3[O:21][N:20]=[C:19]([C:22]4[CH:23]=[CH:24][CH:25]=[CH:26][CH:27]=4)[C:18]=3[C:28]([F:31])([F:30])[F:29])[O:14][N:13]=2)=[CH:10][CH:11]=1)[C:3]([NH:46][CH2:45][CH2:44][C:42]1[N:41]=[CH:40][S:39][CH:43]=1)=[O:5]. The catalyst class is: 3. Reactant: [OH:1][CH:2]([C:6]1[CH:11]=[CH:10][C:9]([C:12]2[N:16]=[C:15]([C:17]3[O:21][N:20]=[C:19]([C:22]4[CH:27]=[CH:26][CH:25]=[CH:24][CH:23]=4)[C:18]=3[C:28]([F:31])([F:30])[F:29])[O:14][N:13]=2)=[CH:8][CH:7]=1)[C:3]([OH:5])=O.CN1CCOCC1.[S:39]1[CH:43]=[C:42]([CH2:44][CH2:45][NH2:46])[N:41]=[CH:40]1.F[P-](F)(F)(F)(F)F.N1(O[P+](N(C)C)(N(C)C)N(C)C)C2C=CC=CC=2N=N1. (2) Reactant: C([O:3][C:4](=[O:31])[C@@H:5]([NH:23]C(OC(C)(C)C)=O)[CH2:6][CH2:7][C:8]([C:10]1[CH:15]=[CH:14][C:13]([CH2:16][N:17]2[CH2:22][CH2:21][O:20][CH2:19][CH2:18]2)=[CH:12][CH:11]=1)=O)C. The catalyst class is: 33. Product: [N:17]1([CH2:16][C:13]2[CH:14]=[CH:15][C:10]([C:8]3[CH2:7][CH2:6][C@@H:5]([C:4]([OH:3])=[O:31])[N:23]=3)=[CH:11][CH:12]=2)[CH2:22][CH2:21][O:20][CH2:19][CH2:18]1. (3) Reactant: [C:1]([CH:4]([CH2:10][C:11]([C:13]1[CH:14]=[C:15]2[C:20](=[CH:21][CH:22]=1)[O:19][CH2:18][CH2:17][C:16]2([CH3:24])[CH3:23])=O)[C:5]([O:7][CH2:8][CH3:9])=[O:6])(=O)[CH3:2].[NH2:25][C:26]1[CH:31]=[CH:30][C:29]([S:32]([NH2:35])(=[O:34])=[O:33])=[CH:28][CH:27]=1. Product: [CH3:23][C:16]1([CH3:24])[C:15]2[C:20](=[CH:21][CH:22]=[C:13]([C:11]3[N:25]([C:26]4[CH:31]=[CH:30][C:29]([S:32](=[O:34])(=[O:33])[NH2:35])=[CH:28][CH:27]=4)[C:1]([CH3:2])=[C:4]([C:5]([O:7][CH2:8][CH3:9])=[O:6])[CH:10]=3)[CH:14]=2)[O:19][CH2:18][CH2:17]1. The catalyst class is: 15. (4) Reactant: C1C=CC(P(C2C(C3C(P(C4C=CC=CC=4)C4C=CC=CC=4)=CC=C4C=3C=CC=C4)=C3C(C=CC=C3)=CC=2)C2C=CC=CC=2)=CC=1.C(=O)([O-])[O-].[Cs+].[Cs+].[CH2:53]([NH2:57])[CH2:54][CH2:55][CH3:56].[N+:58]([C:61]1[CH:70]=[CH:69][C:64]([C:65]([O:67][CH3:68])=[O:66])=[CH:63][C:62]=1OS(C(F)(F)F)(=O)=O)([O-:60])=[O:59]. Product: [CH2:53]([NH:57][C:70]1[CH:69]=[C:64]([CH:63]=[CH:62][C:61]=1[N+:58]([O-:60])=[O:59])[C:65]([O:67][CH3:68])=[O:66])[CH2:54][CH2:55][CH3:56]. The catalyst class is: 101.